From a dataset of Full USPTO retrosynthesis dataset with 1.9M reactions from patents (1976-2016). Predict the reactants needed to synthesize the given product. (1) Given the product [F:5][C:6]([F:13])([F:12])[CH:7]([CH2:8][Cl:10])[C:11]([O:4][CH2:1][CH2:2][CH2:3][Si:17]([O:21][CH2:22][CH3:23])([O:18][CH2:19][CH3:20])[O:16][CH2:14][CH3:15])=[O:27], predict the reactants needed to synthesize it. The reactants are: [CH2:1]([OH:4])[CH:2]=[CH2:3].[F:5][C:6]([F:13])([F:12])[C:7](=[CH2:11])[C:8]([Cl:10])=O.[CH2:14]([O:16][SiH:17]([O:21][CH2:22][CH3:23])[O:18][CH2:19][CH3:20])[CH3:15].C([OH:27])(C)C. (2) Given the product [C:13]([Si:17]([C:24]1[CH:29]=[CH:28][CH:27]=[CH:26][CH:25]=1)([C:18]1[CH:19]=[CH:20][CH:21]=[CH:22][CH:23]=1)[O:7][CH2:6][C:3]1[CH:4]=[CH:5][S:1][CH:2]=1)([CH3:16])([CH3:14])[CH3:15], predict the reactants needed to synthesize it. The reactants are: [S:1]1[CH:5]=[CH:4][C:3]([CH2:6][OH:7])=[CH:2]1.N1C=CN=C1.[C:13]([Si:17](Cl)([C:24]1[CH:29]=[CH:28][CH:27]=[CH:26][CH:25]=1)[C:18]1[CH:23]=[CH:22][CH:21]=[CH:20][CH:19]=1)([CH3:16])([CH3:15])[CH3:14]. (3) Given the product [S:1]1[CH:5]=[CH:4][CH:3]=[C:2]1[S:6]([NH2:10])(=[O:8])=[O:7], predict the reactants needed to synthesize it. The reactants are: [S:1]1[CH:5]=[CH:4][CH:3]=[C:2]1[S:6](Cl)(=[O:8])=[O:7].[NH3:10].Cl. (4) Given the product [CH3:1][S:2]([C:5]1[CH:6]=[CH:7][C:8]([CH:11]([C:12]2[NH:35][C:15]([C:17]3[CH:22]=[CH:21][CH:20]=[CH:19][N:18]=3)=[CH:14][CH:13]=2)[CH2:24][CH:25]2[CH2:26][CH2:27][O:28][CH2:29][CH2:30]2)=[CH:9][CH:10]=1)(=[O:3])=[O:4], predict the reactants needed to synthesize it. The reactants are: [CH3:1][S:2]([C:5]1[CH:10]=[CH:9][C:8]([CH:11]([CH2:24][CH:25]2[CH2:30][CH2:29][O:28][CH2:27][CH2:26]2)[C:12](=O)[CH2:13][CH2:14][C:15]([C:17]2[CH:22]=[CH:21][CH:20]=[CH:19][N:18]=2)=O)=[CH:7][CH:6]=1)(=[O:4])=[O:3].C([O-])(=O)C.[NH4+:35]. (5) Given the product [NH:16]1[CH:7]([C:6]([O:5][C:1]([CH3:4])([CH3:3])[CH3:2])=[O:9])[CH2:8][CH:14]=[N:15]1, predict the reactants needed to synthesize it. The reactants are: [C:1]([O:5][C:6](=[O:9])[CH:7]=[CH2:8])([CH3:4])([CH3:3])[CH3:2].[Si]([CH:14]=[N+:15]=[N-:16])(C)(C)C.C(O)(C(F)(F)F)=O. (6) Given the product [Br:8][C:5]1[CH:6]=[CH:7][C:2]([NH:1][C:21](=[O:22])/[CH:20]=[CH:19]/[C:18]2[CH:24]=[CH:25][CH:26]=[C:16]([C:15]([F:27])([F:28])[F:14])[CH:17]=2)=[C:3]([C:9]2[NH:13][N:12]=[N:11][N:10]=2)[CH:4]=1, predict the reactants needed to synthesize it. The reactants are: [NH2:1][C:2]1[CH:7]=[CH:6][C:5]([Br:8])=[CH:4][C:3]=1[C:9]1[NH:13][N:12]=[N:11][N:10]=1.[F:14][C:15]([F:28])([F:27])[C:16]1[CH:17]=[C:18]([CH:24]=[CH:25][CH:26]=1)/[CH:19]=[CH:20]/[C:21](Cl)=[O:22]. (7) Given the product [Cl:22][C:21]1[C:16]([N:15]2[C:11]([C:9]([NH:10][C:5]3[C:6]([C:7]([NH:34][CH:31]([CH3:33])[CH3:32])=[O:28])=[CH:29][C:2]([Cl:1])=[CH:3][C:4]=3[Cl:30])=[O:8])=[CH:12][C:13]([O:23][S:24]([CH3:27])(=[O:26])=[O:25])=[N:14]2)=[N:17][CH:18]=[CH:19][CH:20]=1, predict the reactants needed to synthesize it. The reactants are: [Cl:1][C:2]1[CH:3]=[C:4]([Cl:30])[C:5]2[N:10]=[C:9]([C:11]3[N:15]([C:16]4[C:21]([Cl:22])=[CH:20][CH:19]=[CH:18][N:17]=4)[N:14]=[C:13]([O:23][S:24]([CH3:27])(=[O:26])=[O:25])[CH:12]=3)[O:8][C:7](=[O:28])[C:6]=2[CH:29]=1.[CH:31]([NH2:34])([CH3:33])[CH3:32]. (8) Given the product [O:16]1[CH:17]=[CH:18][CH:19]=[C:15]1[C:10]1[N:11]=[C:12]([NH:14][C:20](=[O:22])[CH3:21])[S:13][C:9]=1[C:7]([C:2]1[CH:3]=[CH:4][CH:5]=[CH:6][N:1]=1)=[O:8], predict the reactants needed to synthesize it. The reactants are: [N:1]1[CH:6]=[CH:5][CH:4]=[CH:3][C:2]=1[C:7]([C:9]1[S:13][C:12]([NH2:14])=[N:11][C:10]=1[C:15]1[O:16][CH:17]=[CH:18][CH:19]=1)=[O:8].[C:20](Cl)(=[O:22])[CH3:21].